Dataset: Cav3 T-type calcium channel HTS with 100,875 compounds. Task: Binary Classification. Given a drug SMILES string, predict its activity (active/inactive) in a high-throughput screening assay against a specified biological target. (1) The drug is O(C(=O)C1C(C(C1c1ccccc1)C(OC)=O)c1ccccc1)Cc1occc1. The result is 0 (inactive). (2) The drug is Clc1cc(N2CCN(S(=O)(=O)c3c([nH]c(=O)[nH]c3=O)C)CC2)ccc1. The result is 0 (inactive). (3) The drug is O=C(N1CCc2c(C1)cccc2)c1nn2c(n1)nccc2. The result is 0 (inactive).